From a dataset of Full USPTO retrosynthesis dataset with 1.9M reactions from patents (1976-2016). Predict the reactants needed to synthesize the given product. (1) Given the product [NH:30]([S:27]([C:23]1[CH:22]=[CH:21][C:20]([O:37][CH3:38])=[C:19]2[C:24]=1[CH2:25][CH2:26][C@H:17]([NH:16][C:3](=[O:5])[CH2:2][F:1])[CH2:18]2)(=[O:28])=[O:29])[C:31]1[CH:32]=[CH:33][CH:34]=[CH:35][CH:36]=1, predict the reactants needed to synthesize it. The reactants are: [F:1][CH2:2][C:3]([OH:5])=O.OC1C2N=NNC=2C=CC=1.[NH2:16][C@H:17]1[CH2:26][CH2:25][C:24]2[C:23]([S:27]([NH:30][C:31]3[CH:36]=[CH:35][CH:34]=[CH:33][CH:32]=3)(=[O:29])=[O:28])=[CH:22][CH:21]=[C:20]([O:37][CH3:38])[C:19]=2[CH2:18]1.CCN(C(C)C)C(C)C. (2) The reactants are: N1C=CC=C2C(N)CCC=12.[CH2:11]([CH:13]1[CH2:21][C:20]2[C:15](=[CH:16][CH:17]=[CH:18][CH:19]=2)[C:14]1=[N:22]O)[CH3:12]. Given the product [CH2:11]([CH:13]1[CH2:21][C:20]2[C:15](=[CH:16][CH:17]=[CH:18][CH:19]=2)[CH:14]1[NH2:22])[CH3:12], predict the reactants needed to synthesize it. (3) Given the product [CH3:1][C:2]1[C:7]([CH3:9])([CH3:8])[CH2:6][CH2:5][CH:4]([NH2:21])[CH:3]=1, predict the reactants needed to synthesize it. The reactants are: [CH3:1][C:2]1[C:7]([CH3:9])([CH3:8])[CH2:6][CH2:5][C:4](=O)[CH:3]=1.C([O-])(=O)C.[Na+].S(O)(O)(=O)=O.[NH2:21]O.[H-].[Al+3].[Li+].[H-].[H-].[H-].S([O-])([O-])(=O)=O.[Na+].[Na+]. (4) Given the product [Br-:1].[C:6]([CH2:5][CH2:4][CH2:3][CH2:2][P+:15]([C:16]1[CH:17]=[CH:18][CH:19]=[CH:20][CH:21]=1)([C:22]1[CH:27]=[CH:26][CH:25]=[CH:24][CH:23]=1)[C:9]1[CH:10]=[CH:11][CH:12]=[CH:13][CH:14]=1)([OH:8])=[O:7], predict the reactants needed to synthesize it. The reactants are: [Br:1][CH2:2][CH2:3][CH2:4][CH2:5][C:6]([OH:8])=[O:7].[C:9]1([P:15]([C:22]2[CH:27]=[CH:26][CH:25]=[CH:24][CH:23]=2)[C:16]2[CH:21]=[CH:20][CH:19]=[CH:18][CH:17]=2)[CH:14]=[CH:13][CH:12]=[CH:11][CH:10]=1.